Dataset: NCI-60 drug combinations with 297,098 pairs across 59 cell lines. Task: Regression. Given two drug SMILES strings and cell line genomic features, predict the synergy score measuring deviation from expected non-interaction effect. (1) Drug 1: CN1C2=C(C=C(C=C2)N(CCCl)CCCl)N=C1CCCC(=O)O.Cl. Drug 2: CC1=C(C(=O)C2=C(C1=O)N3CC4C(C3(C2COC(=O)N)OC)N4)N. Cell line: MDA-MB-231. Synergy scores: CSS=12.9, Synergy_ZIP=-3.13, Synergy_Bliss=-1.27, Synergy_Loewe=-5.76, Synergy_HSA=2.04. (2) Drug 1: CC1CCCC2(C(O2)CC(NC(=O)CC(C(C(=O)C(C1O)C)(C)C)O)C(=CC3=CSC(=N3)C)C)C. Drug 2: CC12CCC3C(C1CCC2OP(=O)(O)O)CCC4=C3C=CC(=C4)OC(=O)N(CCCl)CCCl.[Na+]. Cell line: NCI/ADR-RES. Synergy scores: CSS=9.32, Synergy_ZIP=-5.97, Synergy_Bliss=-13.3, Synergy_Loewe=-10.4, Synergy_HSA=-11.5. (3) Drug 1: CCCCC(=O)OCC(=O)C1(CC(C2=C(C1)C(=C3C(=C2O)C(=O)C4=C(C3=O)C=CC=C4OC)O)OC5CC(C(C(O5)C)O)NC(=O)C(F)(F)F)O. Drug 2: CN1C2=C(C=C(C=C2)N(CCCl)CCCl)N=C1CCCC(=O)O.Cl. Cell line: SN12C. Synergy scores: CSS=-4.93, Synergy_ZIP=5.69, Synergy_Bliss=5.36, Synergy_Loewe=-2.24, Synergy_HSA=-5.12. (4) Drug 1: CC(C)(C#N)C1=CC(=CC(=C1)CN2C=NC=N2)C(C)(C)C#N. Drug 2: CN(C(=O)NC(C=O)C(C(C(CO)O)O)O)N=O. Cell line: SF-539. Synergy scores: CSS=9.46, Synergy_ZIP=4.08, Synergy_Bliss=7.55, Synergy_Loewe=2.24, Synergy_HSA=2.47. (5) Drug 1: CN1CCC(CC1)COC2=C(C=C3C(=C2)N=CN=C3NC4=C(C=C(C=C4)Br)F)OC. Cell line: OVCAR-8. Drug 2: CC12CCC3C(C1CCC2OP(=O)(O)O)CCC4=C3C=CC(=C4)OC(=O)N(CCCl)CCCl.[Na+]. Synergy scores: CSS=0.446, Synergy_ZIP=-1.94, Synergy_Bliss=-3.19, Synergy_Loewe=-6.58, Synergy_HSA=-3.15.